This data is from Human Reference Interactome with 51,813 positive PPI pairs across 8,248 proteins, plus equal number of experimentally-validated negative pairs. The task is: Binary Classification. Given two protein amino acid sequences, predict whether they physically interact or not. (1) Protein 1 (ENSG00000186190) has sequence MQPVMLALWSLLLLWGLATPCQELLETVGTLARIDKDELGKAIQNSLVGEPILQNVLGSVTAVNRGLLGSGGLLGGGGLLGHGGVFGVVEELSGLKIEELTLPKVLLKLLPGFGVQLSLHTKVGMHCSGPLGGLLQLAAEVNVTSRVALAVSSRGTPILILKRCSTLLGHISLFSGLLPTPLFGVVEQMLFKVLPGLLCPVVDSVLGVVNELLGAVLGLVSLGALGSVEFSLATLPLISNQYIELDINPIVKSVAGDIIDFPKSRAPAKVPPKKDHTSQVMVPLYLFNTTFGLLQTNGAL.... Protein 2 (ENSG00000198105) has sequence MNKSQEQVSFKDVCVDFTQEEWYLLDPAQKILYRDVILENYSNLVSVGYCITKPEVIFKIEQGEEPWILEKGFPSQCHPERKWKVDDVLESSQENEDDHFWELLFHNNKTWNLKLIKVE*MNKSQEQVSFKDVCVDFTQEEWYLLDPAQKILYRDVILENYSNLVSVGYCITKPEVIFKIEQGEEPWILEKGFPSQCHPERKWKVDDVLESSQENEDDHFWELLFHNNKTVSVENGDRGSKTFNLGTDPVSLRNYPYKICDSCEMNLKNISGLIISKKNCSRKKPDEFNVCEKLLLDIRH.... Result: 0 (the proteins do not interact). (2) Protein 1 (ENSG00000135111) has sequence MSLSMRDPVIPGTSMAYHPFLPHRAPDFAMSAVLGHQPPFFPALTLPPNGAAALSLPGALAKPIMDQLVGAAETGIPFSSLGPQAHLRPLKTMEPEEEVEDDPKVHLEAKELWDQFHKRGTEMVITKSGRRMFPPFKVRCSGLDKKAKYILLMDIIAADDCRYKFHNSRWMVAGKADPEMPKRMYIHPDSPATGEQWMSKVVTFHKLKLTNNISDKHGFTLAFPSDHATWQGNYSFGTQTILNSMHKYQPRFHIVRANDILKLPYSTFRTYLFPETEFIAVTAYQNDKITQLKIDNNPFA.... Protein 2 (ENSG00000118156) has sequence XHSFQWLRNLPGCPKSKGNNVFVVHKPSAVPSREGSESGPGPSSGSPSEESPPGPGGGLEDALPFPAALLRVPAEAPSDPRSASGEDDPCAPKKVKVDCDSFLCQNPGEPGLQEAQKAGGLPADASPLFRQLFLKSQEPLVSHEQMQVFQMITKSQRIFSHAQVAAVSSQLPAPEGKPAALRPLQGPWPQQPPPLAPAVDSLHAGPGNPEAEGSPARRRKTTPGVPREASPGSTRRDAKGGLKVAAVPTPLAAPSLDPSRNPDISSLAKQLRSSKGTLDLEDIFPSTGQRQTQLGGEEPP.... Result: 0 (the proteins do not interact). (3) Protein 1 (ENSG00000117614) has sequence MAAIAASEVLVDSAEEGSLAAAAELAAQKREQRLRKFRELHLMRNEARKLNHQEVVEEDKRLKLPANWEAKKARLEWELKEEEKKKECAARGEDYEKVKLLEISAEDAERWERKKKRKNPDLGFSDYAAAQLRQYHRLTKQIKPDMETYERLREKHGEEFFPTSNSLLHGTHVPSTEEIDRMVIDLEKQIEKRDKYSRRRPYNDDADIDYINERNAKFNKKAERFYGKYTAEIKQNLERGTAV*MAAIAASEVLVDSAEEGSLAAAAELAAQKREQRLRKFRELHLMRECAARGEDYEKV.... Protein 2 (ENSG00000126804) has sequence MAKPSHSSYVLQQLNNQREWGFLCDCCIAIDDIYFQAHKAVLAACSSYFRMFFMNHQHSTAQLNLSNMKISAECFDLILQFMYLGKIMTAPSSFEQFKVAMNYLQLYNVPDCLEDIQDADCSSSKCSSSASSKQNSKMIFGVRMYEDTVARNGNEANRWCAEPSSTVNTPHNREADEESLQLGNFPEPLFDVCKKSSVSKLSTPKERVSRRFGRSFTCDSCGFGFSCEKLLDEHVLTCTNRHLYQNTRSYHRIVDIRDGKDSNIKAEFGEKDSSKTFSAQTDKYRGDTSQAADDSASTTG.... Result: 0 (the proteins do not interact). (4) Protein 1 (ENSG00000133243) has sequence MAAGGSGGRASCPPGVGVGPGTGGSPGPSANAAATPAPGNAAAAAAAAAAAAAAPGPTPPAPPGPGTDAQAAGAERAEEAAGPGAAALQREAAYNWQASKPTVQERFAFLFNNEVLCDVHFLVGKGLSSQRIPAHRFVLAVGSAVFDAMFNGGMATTSTEIELPDVEPAAFLALLKFLYSDEVQIGPETVMTTLYTAKKYAVPALEAHCVEFLKKNLRADNAFMLLTQARLFDEPQLASLCLENIDKNTADAITAEGFTDIDLDTLVAVLERDTLGIREVRLFNAVVRWSEAECQRQQLQ.... Protein 2 (ENSG00000163072) has sequence MRDPLTDCPYNKVYKNLKEFSQNGENFCKQVTSVLQQRANLEISYAKGLQKLASKLSKALQNTRKSCVSSAWAWASEGMKSTADLHQKLGKAIELEAIKPTYQVLNVQEKKRKSLDNEVEKTANLVISNWNQQIKAKKKLMVSTKKHEALFQLVESSKQSMTEKEKRKLLNKLTKSTEKLEKEDENYYQKNMAGYSTRLKWENTLENCYQSILELEKERIQLLCNNLNQYSQHISLFGQTLTTCHTQIHCAISKIDIEKDIQAVMEETAILSTENKSEFLLTDYFEEDPNSAMDKERRKS.... Result: 0 (the proteins do not interact). (5) Protein 1 (ENSG00000042980) has sequence MLQGLLPVSLLLSVAVSAIKELPGVKKYEVVYPIRLHPLHKREAKEPEQQEQFETELKYKMTINGKIAVLYLKKNKNLLAPGYTETYYNSTGKEITTSPQIMDDCYYQGHILNEKVSDASISTCRGLRGYFSQGDQRYFIEPLSPIHRDGQEHALFKYNPDEKNYDSTCGMDGVLWAHDLQQNIALPATKLVKLKDRKVQEHEKYIEYYLVLDNGEFKRYNENQDEIRKRVFEMANYVNMLYKKLNTHVALVGMEIWTDKDKIKITPNASFTLENFSKWRGSVLSRRKRHDIAQLITATE.... Result: 0 (the proteins do not interact). Protein 2 (ENSG00000137074) has sequence MMRVCWLVRQDSRHQRIRLPHLEAVVIGRGPETKITDKKCSRQQEFEEEAKNPGLETHRKRKRSGNSDSIERDAAQEAEAGTGLEPGSNSGQCSVPLKKGKDAPIKKESLGHWSQGLKISMQDPKMQVYKDEQVVVIKDKYPKARYHWLVLPWTSISSLKAVAREHLELLKHMHTVGEKVIVDFAGSSKLRFRLGYHAIPSMSHVHLHVISQDFDSPCLKNKKHWNSFNTEYFLESQAVIEMVQEAGRVTVRDGMPELLKLPLRCHECQQLLPSIPQLKEHLRKHWTQ*MMRVCWLVRQD....